From a dataset of Forward reaction prediction with 1.9M reactions from USPTO patents (1976-2016). Predict the product of the given reaction. Given the reactants [CH2:1]([O:8][C:9]([NH:11][CH:12]([CH2:20][NH:21][C:22]1[C:27]([CH:28]=[O:29])=[C:26]([N:30]2[CH2:35][CH2:34][CH:33]([C:36]3[CH:45]=[CH:44][C:43]4[CH2:42][CH2:41][CH2:40][NH:39][C:38]=4[N:37]=3)[CH2:32][CH2:31]2)[N:25]=[CH:24][N:23]=1)[C:13]([O:15]C(C)(C)C)=[O:14])=[O:10])[C:2]1[CH:7]=[CH:6][CH:5]=[CH:4][CH:3]=1.[F:46][C:47]([F:52])([F:51])[C:48]([OH:50])=[O:49].C1(C)C=CC=CC=1, predict the reaction product. The product is: [F:46][C:47]([F:52])([F:51])[C:48]([OH:50])=[O:49].[F:46][C:47]([F:52])([F:51])[C:48]([OH:50])=[O:49].[CH2:1]([O:8][C:9]([NH:11][CH:12]([CH2:20][NH:21][C:22]1[C:27]([CH:28]=[O:29])=[C:26]([N:30]2[CH2:35][CH2:34][CH:33]([C:36]3[CH:45]=[CH:44][C:43]4[CH2:42][CH2:41][CH2:40][NH:39][C:38]=4[N:37]=3)[CH2:32][CH2:31]2)[N:25]=[CH:24][N:23]=1)[C:13]([OH:15])=[O:14])=[O:10])[C:2]1[CH:7]=[CH:6][CH:5]=[CH:4][CH:3]=1.